From a dataset of Reaction yield outcomes from USPTO patents with 853,638 reactions. Predict the reaction yield, written as a fraction of the theoretical maximum amount of product (1.0 means a 100% yield; for example, 0.34 means a 34% yield). (1) The reactants are [ClH:1].C(OCC)C.[C:7]([O:11][NH:12][C:13]1[N:18]=[C:17]([NH:19][CH2:20][CH2:21][CH3:22])[N:16]=[C:15]([NH:23][CH2:24][C:25]#[CH:26])[N:14]=1)([CH3:10])([CH3:9])[CH3:8]. The catalyst is C(OCC)C. The product is [ClH:1].[C:7]([O:11][NH:12][C:13]1[N:18]=[C:17]([NH:19][CH2:20][CH2:21][CH3:22])[N:16]=[C:15]([NH:23][CH2:24][C:25]#[CH:26])[N:14]=1)([CH3:8])([CH3:10])[CH3:9]. The yield is 1.00. (2) The reactants are [N:1]1[CH:6]=[CH:5][CH:4]=[CH:3][C:2]=1[N:7]1[CH2:12][CH2:11][NH:10][CH2:9][CH2:8]1.Cl[CH2:14][C:15]1[NH:16][C:17]2[CH:23]=[CH:22][CH:21]=[CH:20][C:18]=2[N:19]=1.C(N(CC)CC)C. The catalyst is CN(C=O)C. The product is [N:1]1[CH:6]=[CH:5][CH:4]=[CH:3][C:2]=1[N:7]1[CH2:8][CH2:9][N:10]([CH2:14][C:15]2[NH:19][C:18]3[CH:20]=[CH:21][CH:22]=[CH:23][C:17]=3[N:16]=2)[CH2:11][CH2:12]1. The yield is 0.720. (3) The reactants are [CH2:1]1[CH2:5][O:4][CH2:3][CH2:2]1.[Cl:6][C:7]1[CH:12]=[CH:11][C:10]([OH:13])=[CH:9][CH:8]=1.C(O[CH2:17][CH3:18])C. No catalyst specified. The product is [Cl:6][C:7]1[CH:12]=[CH:11][C:10]([O:13][C@H:18]2[CH:17]=[CH:5][C:1]3[C:2](=[CH:5][CH:1]=[CH:2][CH:3]=3)[C@@H:3]2[OH:4])=[CH:9][CH:8]=1. The yield is 0.890. (4) The reactants are CS[CH:3]1[N:11]([CH2:12][CH2:13][CH2:14][CH2:15][CH3:16])[C:10]2[N:9]=[C:8]([C:17]([F:20])([F:19])[F:18])[NH:7][C:6]=2[C:5](=[O:21])[NH:4]1.[NH2:22][NH2:23]. The catalyst is O. The product is [CH2:12]([N:11]1[C:10]2[N:9]=[C:8]([C:17]([F:20])([F:19])[F:18])[NH:7][C:6]=2[C:5](=[O:21])[NH:4]/[C:3]/1=[N:22]\[NH2:23])[CH2:13][CH2:14][CH2:15][CH3:16]. The yield is 0.650. (5) The reactants are [CH3:1][C:2]1[CH:10]=[CH:9][C:5]([C:6]([OH:8])=[O:7])=[CH:4][CH:3]=1.[NH2:11][CH:12]1[CH2:17][C@@H:16]([C:18]2[CH:23]=[CH:22][CH:21]=[CH:20][CH:19]=2)[C@@H:15]([CH3:24])[N:14]([CH2:25][C:26]([F:29])([F:28])[F:27])[C:13]1=[O:30]. The catalyst is CC(OC)(C)C.ClC1C=C(Cl)C=C(C=O)C=1O. The product is [CH3:1][C:2]1[CH:10]=[CH:9][C:5]([C:6]([O-:8])=[O:7])=[CH:4][CH:3]=1.[CH3:24][C@H:15]1[N:14]([CH2:25][C:26]([F:29])([F:27])[F:28])[C:13](=[O:30])[C@@H:12]([NH3+:11])[CH2:17][C@H:16]1[C:18]1[CH:23]=[CH:22][CH:21]=[CH:20][CH:19]=1. The yield is 0.860.